Predict the reaction yield, written as a fraction of the theoretical maximum amount of product (1.0 means a 100% yield; for example, 0.34 means a 34% yield). From a dataset of Reaction yield outcomes from USPTO patents with 853,638 reactions. The reactants are [C:1]([CH:3]=[C:4]1[CH2:7][N:6](C(OC(C)(C)C)=O)[CH2:5]1)#[N:2].Cl.C(N(C(C)C)CC)(C)C.[CH2:25]([S:27](Cl)(=[O:29])=[O:28])[CH3:26]. The catalyst is C(#N)C. The product is [CH2:25]([S:27]([N:6]1[CH2:5][C:4](=[CH:3][C:1]#[N:2])[CH2:7]1)(=[O:29])=[O:28])[CH3:26]. The yield is 0.910.